The task is: Predict which catalyst facilitates the given reaction.. This data is from Catalyst prediction with 721,799 reactions and 888 catalyst types from USPTO. (1) Reactant: [C:1]([C:5]1[C:6]([O:21][CH3:22])=[C:7]([CH:10]=[C:11]([C:13]2[C:14]([O:19][CH3:20])=[N:15][CH:16]=[CH:17][CH:18]=2)[CH:12]=1)[CH:8]=[O:9])([CH3:4])([CH3:3])[CH3:2].C[Si]([N:27]([Si](C)(C)C)[C:28]1[CH:29]=[C:30]([Mg]Cl)[CH:31]=[CH:32][CH:33]=1)(C)C. Product: [NH2:27][C:28]1[CH:33]=[C:32]([CH:8]([C:7]2[CH:10]=[C:11]([C:13]3[C:14]([O:19][CH3:20])=[N:15][CH:16]=[CH:17][CH:18]=3)[CH:12]=[C:5]([C:1]([CH3:4])([CH3:2])[CH3:3])[C:6]=2[O:21][CH3:22])[OH:9])[CH:31]=[CH:30][CH:29]=1. The catalyst class is: 1. (2) Reactant: [O:1]([CH2:8][C:9]1[CH:10]=[CH:11][C:12]([CH2:15][N:16]2C(=O)C3C(=CC=CC=3)C2=O)=[N:13][CH:14]=1)[C:2]1[CH:7]=[CH:6][CH:5]=[CH:4][CH:3]=1.O.NN. Product: [O:1]([CH2:8][C:9]1[CH:10]=[CH:11][C:12]([CH2:15][NH2:16])=[N:13][CH:14]=1)[C:2]1[CH:3]=[CH:4][CH:5]=[CH:6][CH:7]=1. The catalyst class is: 199. (3) Reactant: [NH2:1]/[C:2](/[CH2:12][CH3:13])=[C:3](/[CH2:9][CH2:10]C)\[C:4]([O:6][CH2:7][CH3:8])=[O:5].[S:14]1[CH:18]=[CH:17][CH:16]=[C:15]1[C:19](Cl)=[O:20]. Product: [S:14]1[CH:18]=[CH:17][CH:16]=[C:15]1[C:19]([NH:1][C:2]1[CH2:12][CH2:13][CH2:10][CH2:9][C:3]=1[C:4]([O:6][CH2:7][CH3:8])=[O:5])=[O:20]. The catalyst class is: 4. (4) Reactant: [C:1]([O:9][CH2:10][C@@H:11]1[C@@H:15]([O:16][C:17](=[O:24])[C:18]2[CH:23]=[CH:22][CH:21]=[CH:20][CH:19]=2)[C@H:14]([OH:25])[C@:13]([C:34]#[N:35])([N:26]2[CH:31]=[CH:30][C:29](=[O:32])[NH:28][C:27]2=[O:33])[O:12]1)(=[O:8])[C:2]1[CH:7]=[CH:6][CH:5]=[CH:4][CH:3]=1.[C:36](OC(=O)C)(=[O:38])[CH3:37]. Product: [C:17]([O:16][C@H:15]1[C@H:14]([O:25][C:36](=[O:38])[CH3:37])[C@:13]([C:34]#[N:35])([N:26]2[CH:31]=[CH:30][C:29](=[O:32])[NH:28][C:27]2=[O:33])[O:12][C@@H:11]1[CH2:10][O:9][C:1](=[O:8])[C:2]1[CH:7]=[CH:6][CH:5]=[CH:4][CH:3]=1)(=[O:24])[C:18]1[CH:19]=[CH:20][CH:21]=[CH:22][CH:23]=1. The catalyst class is: 341.